Dataset: Reaction yield outcomes from USPTO patents with 853,638 reactions. Task: Predict the reaction yield, written as a fraction of the theoretical maximum amount of product (1.0 means a 100% yield; for example, 0.34 means a 34% yield). (1) The reactants are Br[C:2]1[S:6][C:5]([NH:7][C:8]([NH:10][C:11]2[CH:16]=[CH:15][C:14]([CH3:17])=[CH:13][C:12]=2[C:18]([CH:20]2[CH2:24][CH2:23][CH2:22][CH2:21]2)=[O:19])=[O:9])=[N:4][CH:3]=1.[N:25]1[C:33]([SH:34])=[C:32]2[C:28]([N:29]=[CH:30][NH:31]2)=[N:27][CH:26]=1. No catalyst specified. The product is [CH:20]1([C:18]([C:12]2[CH:13]=[C:14]([CH3:17])[CH:15]=[CH:16][C:11]=2[NH:10][C:8]([NH:7][C:5]2[S:6][C:2]([S:34][C:33]3[N:25]=[CH:26][N:27]=[C:28]4[C:32]=3[NH:31][CH:30]=[N:29]4)=[CH:3][N:4]=2)=[O:9])=[O:19])[CH2:24][CH2:23][CH2:22][CH2:21]1. The yield is 0.280. (2) The reactants are C(=O)(OC)[O:2][C:3]1[CH:8]=[C:7]([N+:9]([O-:11])=[O:10])[C:6](Br)=[CH:5][C:4]=1[CH:13]1[CH2:17][CH2:16][CH2:15][CH2:14]1.F[C:22](F)(F)[B].[K].C(=O)([O-])[O-].[Cs+].[Cs+].O1CCCC1. The catalyst is C1C=CC(P(C2C=CC=CC=2)[C-]2C=CC=C2)=CC=1.C1C=CC(P(C2C=CC=CC=2)[C-]2C=CC=C2)=CC=1.Cl[Pd]Cl.[Fe+2].O. The product is [CH:13]1([C:4]2[CH:5]=[C:6]([CH3:22])[C:7]([N+:9]([O-:11])=[O:10])=[CH:8][C:3]=2[OH:2])[CH2:17][CH2:16][CH2:15][CH2:14]1. The yield is 0.520.